Dataset: Full USPTO retrosynthesis dataset with 1.9M reactions from patents (1976-2016). Task: Predict the reactants needed to synthesize the given product. The reactants are: [CH3:1][O:2][C:3](=[O:12])[C:4]1[CH:9]=[CH:8][CH:7]=[C:6]([CH2:10]Br)[CH:5]=1.[OH:13][CH2:14][CH2:15][C:16]1[CH:17]=[C:18]([C:22]2[C:23]([CH3:29])=[CH:24][C:25](=[O:28])[NH:26][N:27]=2)[CH:19]=[CH:20][CH:21]=1.C(=O)([O-])[O-].[Cs+].[Cs+]. Given the product [CH3:1][O:2][C:3](=[O:12])[C:4]1[CH:9]=[CH:8][CH:7]=[C:6]([CH2:10][N:26]2[C:25](=[O:28])[CH:24]=[C:23]([CH3:29])[C:22]([C:18]3[CH:19]=[CH:20][CH:21]=[C:16]([CH2:15][CH2:14][OH:13])[CH:17]=3)=[N:27]2)[CH:5]=1, predict the reactants needed to synthesize it.